From a dataset of NCI-60 drug combinations with 297,098 pairs across 59 cell lines. Regression. Given two drug SMILES strings and cell line genomic features, predict the synergy score measuring deviation from expected non-interaction effect. Drug 1: CN(CC1=CN=C2C(=N1)C(=NC(=N2)N)N)C3=CC=C(C=C3)C(=O)NC(CCC(=O)O)C(=O)O. Drug 2: C1CN(P(=O)(OC1)NCCCl)CCCl. Cell line: RPMI-8226. Synergy scores: CSS=35.0, Synergy_ZIP=-6.38, Synergy_Bliss=-1.62, Synergy_Loewe=-25.5, Synergy_HSA=-4.79.